This data is from Catalyst prediction with 721,799 reactions and 888 catalyst types from USPTO. The task is: Predict which catalyst facilitates the given reaction. (1) Reactant: [NH2:1][CH2:2][CH2:3][CH2:4][CH2:5][CH2:6][C:7](=[O:12])[C:8]([NH:10][CH3:11])=[O:9].[Cl:13][C:14]1[CH:19]=[CH:18][C:17]([S:20](Cl)(=[O:22])=[O:21])=[CH:16][CH:15]=1.CCN(CC)CC.O. Product: [Cl:13][C:14]1[CH:19]=[CH:18][C:17]([S:20]([NH:1][CH2:2][CH2:3][CH2:4][CH2:5][CH2:6][C:7](=[O:12])[C:8]([NH:10][CH3:11])=[O:9])(=[O:22])=[O:21])=[CH:16][CH:15]=1. The catalyst class is: 3. (2) Reactant: C(OC(=O)[NH:7][C@H:8]([C:10]1[CH:15]=[C:14]([Cl:16])[C:13]([CH3:17])=[C:12]([C:18]2[CH:19]=[N:20][C:21]([C:24]([N:26]([CH3:28])[CH3:27])=[O:25])=[CH:22][CH:23]=2)[C:11]=1[O:29][CH3:30])[CH3:9])(C)(C)C.[ClH:32]. Product: [ClH:16].[ClH:32].[NH2:7][C@H:8]([C:10]1[C:11]([O:29][CH3:30])=[C:12]([C:18]2[CH:23]=[CH:22][C:21]([C:24]([N:26]([CH3:27])[CH3:28])=[O:25])=[N:20][CH:19]=2)[C:13]([CH3:17])=[C:14]([Cl:16])[CH:15]=1)[CH3:9]. The catalyst class is: 135. (3) Reactant: Cl[C:2]1[C:11]2[C:6](=[CH:7][CH:8]=[CH:9][CH:10]=2)[CH:5]=[C:4]([Cl:12])[N:3]=1.[CH2:13]([N:15]1[CH2:20][CH2:19][NH:18][CH2:17][CH2:16]1)[CH3:14].C(=O)([O-])[O-].[K+].[K+]. Product: [Cl:12][C:4]1[N:3]=[C:2]([N:18]2[CH2:19][CH2:20][N:15]([CH2:13][CH3:14])[CH2:16][CH2:17]2)[C:11]2[C:6]([CH:5]=1)=[CH:7][CH:8]=[CH:9][CH:10]=2. The catalyst class is: 9. (4) Reactant: [CH3:1][N:2]1[CH2:8][CH2:7][CH2:6][CH2:5][C@H:4]([NH:9]C(=O)OC(C)(C)C)[C:3]1=[O:17].Cl. Product: [NH2:9][C@H:4]1[CH2:5][CH2:6][CH2:7][CH2:8][N:2]([CH3:1])[C:3]1=[O:17]. The catalyst class is: 12. (5) Reactant: Br[C:2]1[CH:3]=[N:4][N:5]2[C:10]([C:11]([F:14])([F:13])[F:12])=[CH:9][C:8]([C:15]3[CH:20]=[CH:19][C:18]([C:21]([F:24])([F:23])[F:22])=[CH:17][CH:16]=3)=[N:7][C:6]=12.[CH3:25][Si:26]([C:29]#[CH:30])([CH3:28])[CH3:27].CCN(CC)CC. Product: [F:12][C:11]([F:14])([F:13])[C:10]1[N:5]2[N:4]=[CH:3][C:2]([C:30]#[C:29][Si:26]([CH3:28])([CH3:27])[CH3:25])=[C:6]2[N:7]=[C:8]([C:15]2[CH:20]=[CH:19][C:18]([C:21]([F:24])([F:23])[F:22])=[CH:17][CH:16]=2)[CH:9]=1. The catalyst class is: 1. (6) Reactant: [CH2:1]([C:8]1[C:12](=[O:13])[N:11]([C:14]2[N:19]=[CH:18][C:17]([S:20]([N:23]([CH2:29][CH2:30][CH2:31][O:32]CC3C=CC=CC=3)[CH:24]3[CH2:28][CH2:27][CH2:26][CH2:25]3)(=[O:22])=[O:21])=[CH:16][CH:15]=2)[NH:10][CH:9]=1)[C:2]1[CH:7]=[CH:6][CH:5]=[CH:4][CH:3]=1.B(Br)(Br)Br.CO. Product: [CH2:1]([C:8]1[C:12](=[O:13])[N:11]([C:14]2[N:19]=[CH:18][C:17]([S:20]([N:23]([CH:24]3[CH2:28][CH2:27][CH2:26][CH2:25]3)[CH2:29][CH2:30][CH2:31][OH:32])(=[O:21])=[O:22])=[CH:16][CH:15]=2)[NH:10][CH:9]=1)[C:2]1[CH:3]=[CH:4][CH:5]=[CH:6][CH:7]=1. The catalyst class is: 2.